From a dataset of Reaction yield outcomes from USPTO patents with 853,638 reactions. Predict the reaction yield, written as a fraction of the theoretical maximum amount of product (1.0 means a 100% yield; for example, 0.34 means a 34% yield). (1) The reactants are Br[C:2]1[CH:3]=[C:4]2[C:9](=[CH:10][CH:11]=1)[N:8]=[CH:7][N:6]=[C:5]2[C:12]1[CH:13]=[C:14]([C:18]([N:20]2[CH2:25][CH2:24][N:23]([CH3:26])[CH2:22][CH2:21]2)=[O:19])[CH:15]=[CH:16][CH:17]=1.C(O[C:32](=O)[N:33](C)[C:34]1[C:39]([CH3:40])=[CH:38][C:37](B2OC(C)(C)C(C)(C)O2)=[CH:36][N:35]=1)(C)(C)C.C([O-])([O-])=O.[Na+].[Na+].C(O)(C(F)(F)F)=O. The catalyst is CCOC(C)=O.C1C=CC([P]([Pd]([P](C2C=CC=CC=2)(C2C=CC=CC=2)C2C=CC=CC=2)([P](C2C=CC=CC=2)(C2C=CC=CC=2)C2C=CC=CC=2)[P](C2C=CC=CC=2)(C2C=CC=CC=2)C2C=CC=CC=2)(C2C=CC=CC=2)C2C=CC=CC=2)=CC=1.COCCOC. The product is [CH3:40][C:39]1[CH:38]=[C:37]([C:2]2[CH:3]=[C:4]3[C:9](=[CH:10][CH:11]=2)[N:8]=[CH:7][N:6]=[C:5]3[C:12]2[CH:13]=[C:14]([C:18]([N:20]3[CH2:25][CH2:24][N:23]([CH3:26])[CH2:22][CH2:21]3)=[O:19])[CH:15]=[CH:16][CH:17]=2)[CH:36]=[N:35][C:34]=1[NH:33][CH3:32]. The yield is 0.640. (2) The reactants are [O:1]=[C:2]1[CH2:10][C:9]2[C:4](=[CH:5][C:6]([C:11]([C:13]3[CH:18]=[CH:17][C:16]([NH:19][C:20]([C:22]4[N:23]([C:28]([CH3:31])([CH3:30])[CH3:29])[N:24]=[C:25]([CH3:27])[CH:26]=4)=[O:21])=[CH:15][CH:14]=3)=[O:12])=[CH:7][CH:8]=2)[NH:3]1.[CH:32](OCC)=[O:33].[O-]CC.[Na+].Cl. The catalyst is C(O)C. The product is [OH:33][CH:32]=[C:10]1[C:9]2[C:4](=[CH:5][C:6]([C:11]([C:13]3[CH:18]=[CH:17][C:16]([NH:19][C:20]([C:22]4[N:23]([C:28]([CH3:31])([CH3:30])[CH3:29])[N:24]=[C:25]([CH3:27])[CH:26]=4)=[O:21])=[CH:15][CH:14]=3)=[O:12])=[CH:7][CH:8]=2)[NH:3][C:2]1=[O:1]. The yield is 0.810. (3) The reactants are [CH2:1]([N:8]1[CH2:12][CH2:11][C:10]([C:14]2[CH:19]=[CH:18][CH:17]=[CH:16][C:15]=2[S:20]([NH:23]C(C)(C)C)(=[O:22])=[O:21])(O)[CH2:9]1)[C:2]1[CH:7]=[CH:6][CH:5]=[CH:4][CH:3]=1.C(#N)C.[I-].[Na+].Cl[Si](C)(C)C. No catalyst specified. The product is [CH2:1]([N:8]1[CH2:12][CH2:11][C:10]2([C:14]3[CH:19]=[CH:18][CH:17]=[CH:16][C:15]=3[S:20](=[O:22])(=[O:21])[NH:23]2)[CH2:9]1)[C:2]1[CH:7]=[CH:6][CH:5]=[CH:4][CH:3]=1. The yield is 0.600. (4) The reactants are C(OC(=O)[NH:7][CH:8]1[CH2:12][C:11](=[CH2:13])[CH2:10][CH:9]1[C:14](=[O:23])[NH:15][C:16]1[CH:21]=[CH:20][C:19]([Cl:22])=[CH:18][CH:17]=1)(C)(C)C. The catalyst is C(Cl)Cl.FC(F)(F)C(O)=O. The product is [Cl:22][C:19]1[CH:20]=[CH:21][C:16]([NH:15][C:14]([CH:9]2[CH2:10][C:11](=[CH2:13])[CH2:12][CH:8]2[NH2:7])=[O:23])=[CH:17][CH:18]=1. The yield is 0.690. (5) The reactants are Cl[C:2]1[N:7]=[C:6]([C:8]2[CH:13]=[CH:12][C:11]([N+:14]([O-:16])=[O:15])=[CH:10][CH:9]=2)[N:5]=[C:4]([N:17]([CH2:20][CH3:21])[CH2:18][CH3:19])[CH:3]=1.ClC1N=C([N:29]2[CH:34]3[CH2:35][CH2:36][CH:30]2[CH2:31][O:32][CH2:33]3)C(Cl)=C([N:29]2[CH:34]3[CH2:35][CH2:36][CH:30]2[CH2:31][O:32][CH2:33]3)N=1.Cl.C12NC(CC1)COC2.C(=O)([O-])[O-].[K+].[K+].CCN(C(C)C)C(C)C. The catalyst is O1CCOCC1.ClCCl. The product is [CH:30]12[N:29]([C:2]3[N:7]=[C:6]([C:8]4[CH:13]=[CH:12][C:11]([N+:14]([O-:16])=[O:15])=[CH:10][CH:9]=4)[N:5]=[C:4]([N:17]([CH2:20][CH3:21])[CH2:18][CH3:19])[CH:3]=3)[CH:34]([CH2:35][CH2:36]1)[CH2:33][O:32][CH2:31]2. The yield is 0.300. (6) The reactants are COC(=O)NC(C(N1CCCC1C1NC(C2C=CC3C(=CC=C(C4C=CC([C:37]5[NH:38][C:39]([CH:42]6[CH2:46][CH2:45][CH2:44][N:43]6[C:47](=[O:65])[CH:48]([C:59]6[CH:64]=[CH:63][CH:62]=[CH:61][CH:60]=6)[NH:49][C:50](=[O:58])[CH2:51][CH:52]6[CH2:57][CH2:56][O:55][CH2:54][CH2:53]6)=[N:40][CH:41]=5)=CC=4)C=3)C=2)=CN=1)=O)C(C)C.[CH3:67][O:68][C:69](=[O:125])[NH:70][CH:71]([C:75]([N:77]1[CH2:81][CH2:80][CH2:79][CH:78]1[C:82]1[NH:86][C:85]2[C:87]3[C:92]([CH2:93][CH2:94][C:84]=2[N:83]=1)=[CH:91][C:90]([C:95]1[CH:104]=[CH:103][C:102]2[C:97](=[CH:98][CH:99]=[C:100](C4NC(C5CCCN5C(=O)C(N)C5C=CC=CC=5)=NC=4)[CH:101]=2)[CH:96]=1)=[CH:89][CH:88]=3)=[O:76])[CH:72]([CH3:74])[CH3:73]. No catalyst specified. The product is [CH3:67][O:68][C:69](=[O:125])[NH:70][CH:71]([C:75]([N:77]1[CH2:81][CH2:80][CH2:79][CH:78]1[C:82]1[NH:86][C:85]2[C:87]3[C:92]([CH2:93][CH2:94][C:84]=2[N:83]=1)=[CH:91][C:90]([C:95]1[CH:104]=[CH:103][C:102]2[C:97](=[CH:98][CH:99]=[C:100]([C:37]4[NH:38][C:39]([CH:42]5[CH2:46][CH2:45][CH2:44][N:43]5[C:47](=[O:65])[CH:48]([C:59]5[CH:60]=[CH:61][CH:62]=[CH:63][CH:64]=5)[NH:49][C:50](=[O:58])[CH2:51][CH:52]5[CH2:57][CH2:56][O:55][CH2:54][CH2:53]5)=[N:40][CH:41]=4)[CH:101]=2)[CH:96]=1)=[CH:89][CH:88]=3)=[O:76])[CH:72]([CH3:74])[CH3:73]. The yield is 0.150. (7) The reactants are F[C:2]1[CH:7]=[CH:6][C:5]([N:8]2[CH2:12][CH2:11][N:10]([C:13]3[CH:14]=[N:15][CH:16]=[CH:17][C:18]=3[CH3:19])[C:9]2=[O:20])=[CH:4][C:3]=1[C:21](=[N:23][OH:24])[CH3:22].[H-].[Na+].CO. The catalyst is CN(C=O)C.C(Cl)(Cl)Cl. The product is [CH3:22][C:21]1[C:3]2[CH:4]=[C:5]([N:8]3[CH2:12][CH2:11][N:10]([C:13]4[CH:14]=[N:15][CH:16]=[CH:17][C:18]=4[CH3:19])[C:9]3=[O:20])[CH:6]=[CH:7][C:2]=2[O:24][N:23]=1. The yield is 0.145. (8) The reactants are Cl[CH2:2][C:3]1[N:4]([CH2:16][CH3:17])[C:5]2[CH:10]=[C:9]([C:11]([F:14])([F:13])[F:12])[N:8]=[CH:7][C:6]=2[N:15]=1.C([O-])([O-])=O.[K+].[K+].[NH:24]1[CH:28]=[CH:27][N:26]=[C:25]1[C:29]1[S:30][CH:31]=[CH:32][N:33]=1. The catalyst is CN(C=O)C. The product is [CH2:16]([N:4]1[C:5]2[CH:10]=[C:9]([C:11]([F:14])([F:13])[F:12])[N:8]=[CH:7][C:6]=2[N:15]=[C:3]1[CH2:2][N:24]1[CH:28]=[CH:27][N:26]=[C:25]1[C:29]1[S:30][CH:31]=[CH:32][N:33]=1)[CH3:17]. The yield is 0.800.